From a dataset of Catalyst prediction with 721,799 reactions and 888 catalyst types from USPTO. Predict which catalyst facilitates the given reaction. (1) Reactant: [Br:1][C:2]1[CH:7]=[CH:6][CH:5]=[C:4]([CH2:8][C:9]2[N:14]=[C:13]([O:15][CH3:16])[N:12]=[C:11]([O:17][CH3:18])[N:10]=2)[C:3]=1[NH:19][S:20]([CH:23]([F:25])[F:24])(=[O:22])=[O:21].C(OCC)(=[O:28])C.O. Product: [Br:1][C:2]1[CH:7]=[CH:6][CH:5]=[C:4]([C:8]([C:9]2[N:14]=[C:13]([O:15][CH3:16])[N:12]=[C:11]([O:17][CH3:18])[N:10]=2)=[O:28])[C:3]=1[NH:19][S:20]([CH:23]([F:25])[F:24])(=[O:21])=[O:22]. The catalyst class is: 15. (2) Product: [CH3:1][C:2]([C:9]1[CH:14]=[CH:13][C:12]([O:28][CH2:23][CH:25]2[CH2:26][O:27]2)=[CH:11][C:10]=1[O:16][CH2:18][CH:19]1[CH2:22][O:21]1)([CH2:3][C:4]([CH3:7])([CH3:6])[CH3:5])[CH3:8]. Reactant: [CH3:1][C:2]([C:9]1[CH:14]=[C:13](O)[CH:12]=[CH:11][C:10]=1[OH:16])([CH3:8])[CH2:3][C:4]([CH3:7])([CH3:6])[CH3:5].C[CH2:18][CH:19]([O:21][CH3:22])O.[CH2:23]([CH:25]1[O:27][CH2:26]1)Cl.[OH-:28].[Na+]. The catalyst class is: 6. (3) The catalyst class is: 216. Product: [NH2:2][C:3]1[N:11]=[CH:10][C:9]([Br:12])=[CH:8][C:4]=1[C:5]([NH2:17])=[O:6]. Reactant: Br.[NH2:2][C:3]1[N:11]=[CH:10][C:9]([Br:12])=[CH:8][C:4]=1[C:5](O)=[O:6].[Cl-].[NH4+].CC[N:17](CC)CC.C(P(C#N)(CC)=O)C.